This data is from Full USPTO retrosynthesis dataset with 1.9M reactions from patents (1976-2016). The task is: Predict the reactants needed to synthesize the given product. (1) The reactants are: [CH:1]1([N:7]=[C:8]=[O:9])[CH2:6][CH2:5][CH2:4][CH2:3][CH2:2]1.[CH3:10][C:11]1[N:16]2[N:17]=[N:18][N:19]=[C:15]2[C:14]2[N:20]=[C:21]([CH2:28][CH2:29][CH3:30])[N:22]([CH2:23][C:24]([CH3:27])([NH2:26])[CH3:25])[C:13]=2[C:12]=1[CH3:31]. Given the product [CH3:10][C:11]1[N:16]2[N:17]=[N:18][N:19]=[C:15]2[C:14]2[N:20]=[C:21]([CH2:28][CH2:29][CH3:30])[N:22]([CH2:23][C:24]([NH:26][C:8]([NH:7][CH:1]3[CH2:6][CH2:5][CH2:4][CH2:3][CH2:2]3)=[O:9])([CH3:27])[CH3:25])[C:13]=2[C:12]=1[CH3:31], predict the reactants needed to synthesize it. (2) Given the product [CH3:36][O:35][C:26]1[CH:25]=[C:24]([C:22]2[C:5]([C:4]([O:3][CH2:1][CH3:2])=[O:19])=[C:6]([C:8]3[C:9]([C:15]([F:17])([F:16])[F:18])=[N+:10]([O-:14])[CH:11]=[CH:12][CH:13]=3)[O:7][CH:21]=2)[CH:29]=[C:28]([N+:30]([O-:32])=[O:31])[C:27]=1[O:33][CH3:34], predict the reactants needed to synthesize it. The reactants are: [CH2:1]([O:3][C:4](=[O:19])[CH2:5][C:6]([C:8]1[C:9]([C:15]([F:18])([F:17])[F:16])=[N+:10]([O-:14])[CH:11]=[CH:12][CH:13]=1)=[O:7])[CH3:2].Br[CH2:21][C:22]([C:24]1[CH:29]=[C:28]([N+:30]([O-:32])=[O:31])[C:27]([O:33][CH3:34])=[C:26]([O:35][CH3:36])[CH:25]=1)=O.Cl. (3) Given the product [NH2:1][C:4]1[CH:12]=[CH:11][C:10]([O:13][CH2:14][CH2:15][CH3:16])=[CH:9][C:5]=1[C:6]([NH2:8])=[O:7], predict the reactants needed to synthesize it. The reactants are: [N+:1]([C:4]1[CH:12]=[CH:11][C:10]([O:13][CH2:14][CH2:15][CH3:16])=[CH:9][C:5]=1[C:6]([NH2:8])=[O:7])([O-])=O.